Dataset: Full USPTO retrosynthesis dataset with 1.9M reactions from patents (1976-2016). Task: Predict the reactants needed to synthesize the given product. Given the product [Cl:1][C:2]1[CH:11]=[C:10]([O:12][C:17]2[CH:18]=[CH:19][C:14]([F:13])=[CH:15][CH:16]=2)[CH:9]=[CH:8][C:3]=1[C:4]([O:6][CH3:7])=[O:5], predict the reactants needed to synthesize it. The reactants are: [Cl:1][C:2]1[CH:11]=[C:10]([OH:12])[CH:9]=[CH:8][C:3]=1[C:4]([O:6][CH3:7])=[O:5].[F:13][C:14]1[CH:19]=[CH:18][C:17](B(O)O)=[CH:16][CH:15]=1.C(N(CC)CC)C.